From a dataset of Catalyst prediction with 721,799 reactions and 888 catalyst types from USPTO. Predict which catalyst facilitates the given reaction. (1) Reactant: [CH3:1][C:2]1[CH:7]=[C:6]([F:8])[CH:5]=[CH:4][C:3]=1[C:9]1[C:10]2[C:19]([C:20]#[N:21])=[CH:18][N:17]([CH2:22][O:23][CH2:24][CH2:25][Si:26]([CH3:29])([CH3:28])[CH3:27])[C:11]=2[N:12]=[C:13](SC)[N:14]=1.[CH3:30][N:31]1[CH2:36][CH2:35][NH:34][CH2:33][CH2:32]1. Product: [F:8][C:6]1[CH:5]=[CH:4][C:3]([C:9]2[C:10]3[C:19]([C:20]#[N:21])=[CH:18][N:17]([CH2:22][O:23][CH2:24][CH2:25][Si:26]([CH3:28])([CH3:29])[CH3:27])[C:11]=3[N:12]=[C:13]([N:34]3[CH2:35][CH2:36][N:31]([CH3:30])[CH2:32][CH2:33]3)[N:14]=2)=[C:2]([CH3:1])[CH:7]=1. The catalyst class is: 3. (2) Reactant: Cl[CH2:2][CH2:3][NH:4][C:5](=O)[C:6]1[CH:11]=[CH:10][C:9]([I:12])=[CH:8][CH:7]=1.P(Cl)(Cl)(Cl)(Cl)Cl.[CH3:20][C:21]1[CH:27]=[CH:26][CH:25]=[C:24]([CH3:28])[C:22]=1[NH2:23].Cl.N1CCN=C1. Product: [CH3:20][C:21]1[CH:27]=[CH:26][CH:25]=[C:24]([CH3:28])[C:22]=1[N:23]1[CH2:2][CH2:3][N:4]=[C:5]1[C:6]1[CH:7]=[CH:8][C:9]([I:12])=[CH:10][CH:11]=1. The catalyst class is: 673. (3) Reactant: [CH3:1][O:2][C:3]([C:5]1([C:8]2(O)[O:12][N:11]=[C:10]([C:13]3[CH:18]=[CH:17][C:16]([O:19][CH3:20])=[CH:15][CH:14]=3)[CH:9]2[C:21]2[CH:26]=[CH:25][CH:24]=[CH:23][CH:22]=2)[CH2:7][CH2:6]1)=[O:4].O.C1(C)C=CC(S(O)(=O)=O)=CC=1. Product: [CH3:1][O:2][C:3]([C:5]1([C:8]2[O:12][N:11]=[C:10]([C:13]3[CH:18]=[CH:17][C:16]([O:19][CH3:20])=[CH:15][CH:14]=3)[C:9]=2[C:21]2[CH:22]=[CH:23][CH:24]=[CH:25][CH:26]=2)[CH2:6][CH2:7]1)=[O:4]. The catalyst class is: 11. (4) Reactant: [N-:1]=[C:2]=[S:3].[Na+].N1C=CC=CC=1.CS(O[N:16]=[C:17](Cl)[C@H:18]1[CH2:22][O:21][C:20]2([CH2:27][CH2:26][CH2:25][CH2:24][CH2:23]2)[O:19]1)(=O)=O.[CH3:29][C:30]1[C:35]([O:36][C:37]2[C:38]([NH2:50])=[N:39][CH:40]=[C:41]([S:43][C:44]3[CH:49]=[CH:48][CH:47]=[CH:46][N:45]=3)[CH:42]=2)=[CH:34][CH:33]=[C:32]([CH3:51])[N:31]=1. Product: [CH3:29][C:30]1[C:35]([O:36][C:37]2[C:38]([NH:50][C:2]3[S:3][N:16]=[C:17]([C@H:18]4[CH2:22][O:21][C:20]5([CH2:23][CH2:24][CH2:25][CH2:26][CH2:27]5)[O:19]4)[N:1]=3)=[N:39][CH:40]=[C:41]([S:43][C:44]3[CH:49]=[CH:48][CH:47]=[CH:46][N:45]=3)[CH:42]=2)=[CH:34][CH:33]=[C:32]([CH3:51])[N:31]=1. The catalyst class is: 10. (5) Reactant: [NH2:1][C@@H:2]1[CH2:7][CH2:6][C@H:5]([N:8]2[C:12]3[N:13]=[CH:14][N:15]=[C:16]([NH2:17])[C:11]=3[C:10]([C:18]3[CH:23]=[C:22]([O:24][CH2:25][CH:26]4[CH2:30][CH2:29][CH2:28][O:27]4)[CH:21]=[CH:20][C:19]=3[F:31])=[CH:9]2)[CH2:4][CH2:3]1.[C:32](O)(=[O:34])[CH3:33].CN(C(ON1N=NC2C=CC=NC1=2)=[N+](C)C)C.F[P-](F)(F)(F)(F)F.CCN(C(C)C)C(C)C. Product: [NH2:17][C:16]1[C:11]2[C:10]([C:18]3[CH:23]=[C:22]([O:24][CH2:25][CH:26]4[CH2:30][CH2:29][CH2:28][O:27]4)[CH:21]=[CH:20][C:19]=3[F:31])=[CH:9][N:8]([C@@H:5]3[CH2:6][CH2:7][C@H:2]([NH:1][C:32](=[O:34])[CH3:33])[CH2:3][CH2:4]3)[C:12]=2[N:13]=[CH:14][N:15]=1. The catalyst class is: 3. (6) Reactant: C([O:8][C:9]1[CH:10]=[CH:11][C:12]([C:15]2[N:19]([C:20]3[CH:25]=[CH:24][CH:23]=[CH:22][N:21]=3)[N:18]=[C:17]([C:26]([O:28][CH2:29][CH3:30])=[O:27])[CH:16]=2)=[N:13][CH:14]=1)C1C=CC=CC=1. Product: [OH:8][C:9]1[CH:10]=[CH:11][C:12]([C:15]2[N:19]([C:20]3[CH:25]=[CH:24][CH:23]=[CH:22][N:21]=3)[N:18]=[C:17]([C:26]([O:28][CH2:29][CH3:30])=[O:27])[CH:16]=2)=[N:13][CH:14]=1. The catalyst class is: 696. (7) Reactant: [NH:1]([C:13]([O:15][C:16]([CH3:19])([CH3:18])[CH3:17])=[O:14])[C@H:2]([C:10]([OH:12])=O)[CH2:3][CH2:4][CH2:5][NH:6][C:7](=[NH:9])[NH2:8].[NH2:20][C@H:21]([C:32]([O:34][CH2:35][C:36]1[CH:41]=[CH:40][CH:39]=[CH:38][CH:37]=1)=[O:33])[CH2:22][C:23]1[C:31]2[C:26](=[CH:27][CH:28]=[CH:29][CH:30]=2)[NH:25][CH:24]=1.Cl.C1C=CC2N(O)N=NC=2C=1.CCN(C(C)C)C(C)C.CN(C(ON1N=NC2C=CC=CC1=2)=[N+](C)C)C.F[P-](F)(F)(F)(F)F. Product: [NH:1]([C:13]([O:15][C:16]([CH3:19])([CH3:18])[CH3:17])=[O:14])[C@H:2]([C:10]([NH:20][C@H:21]([C:32]([O:34][CH2:35][C:36]1[CH:41]=[CH:40][CH:39]=[CH:38][CH:37]=1)=[O:33])[CH2:22][C:23]1[C:31]2[C:26](=[CH:27][CH:28]=[CH:29][CH:30]=2)[NH:25][CH:24]=1)=[O:12])[CH2:3][CH2:4][CH2:5][NH:6][C:7](=[NH:9])[NH2:8]. The catalyst class is: 174. (8) Reactant: [F:1][C:2]1[CH:7]=[CH:6][C:5]([N:8]2[C:12]3[CH:13]=[N:14][CH:15]=[C:16]([C:17]([OH:19])=O)[C:11]=3[CH:10]=[N:9]2)=[CH:4][CH:3]=1.CCN(C(C)C)C(C)C.CN(C(ON1N=NC2C=CC=NC1=2)=[N+](C)C)C.F[P-](F)(F)(F)(F)F.[CH2:53]([O:60][C:61]([N:63]1[CH2:68][CH2:67][CH:66]([C@@H:69]([NH2:72])[CH2:70][CH3:71])[CH2:65][CH:64]1[C:73](=[O:75])[NH2:74])=[O:62])[C:54]1[CH:59]=[CH:58][CH:57]=[CH:56][CH:55]=1. Product: [CH2:53]([O:60][C:61]([N:63]1[CH2:68][CH2:67][CH:66]([C@@H:69]([NH:72][C:17]([C:16]2[C:11]3[CH:10]=[N:9][N:8]([C:5]4[CH:4]=[CH:3][C:2]([F:1])=[CH:7][CH:6]=4)[C:12]=3[CH:13]=[N:14][CH:15]=2)=[O:19])[CH2:70][CH3:71])[CH2:65][CH:64]1[C:73](=[O:75])[NH2:74])=[O:62])[C:54]1[CH:59]=[CH:58][CH:57]=[CH:56][CH:55]=1. The catalyst class is: 31. (9) Reactant: [O:1]=[C:2]1[N:6]([CH:7]([CH3:18])[C:8]([O:10]CC2C=CC=CC=2)=[O:9])[CH2:5][CH2:4][O:3]1.[H][H]. Product: [O:1]=[C:2]1[N:6]([CH:7]([CH3:18])[C:8]([OH:10])=[O:9])[CH2:5][CH2:4][O:3]1. The catalyst class is: 63.